From a dataset of Peptide-MHC class II binding affinity with 134,281 pairs from IEDB. Regression. Given a peptide amino acid sequence and an MHC pseudo amino acid sequence, predict their binding affinity value. This is MHC class II binding data. (1) The peptide sequence is RSVQRNTVFKAGDLG. The MHC is DRB1_0404 with pseudo-sequence DRB1_0404. The binding affinity (normalized) is 0.116. (2) The peptide sequence is LIGPTPVNIIGRNLLTQIGC. The MHC is DRB1_1501 with pseudo-sequence DRB1_1501. The binding affinity (normalized) is 0.474.